This data is from Full USPTO retrosynthesis dataset with 1.9M reactions from patents (1976-2016). The task is: Predict the reactants needed to synthesize the given product. (1) Given the product [CH:21]1([CH:20]=[C:19]([C:11]2[NH:10][C:14]3=[N:15][CH:16]=[CH:17][CH:18]=[C:13]3[CH:12]=2)[C:27]2[CH:32]=[CH:31][C:30]([S:33]([CH3:36])(=[O:35])=[O:34])=[CH:29][N:28]=2)[CH2:25][CH2:24][CH2:23][CH2:22]1, predict the reactants needed to synthesize it. The reactants are: C1(S([N:10]2[C:14]3=[N:15][CH:16]=[CH:17][CH:18]=[C:13]3[CH:12]=[C:11]2[C:19]([C:27]2[CH:32]=[CH:31][C:30]([S:33]([CH3:36])(=[O:35])=[O:34])=[CH:29][N:28]=2)(O)[CH2:20][CH:21]2[CH2:25][CH2:24][CH2:23][CH2:22]2)(=O)=O)C=CC=CC=1.[F-].C([N+](CCCC)(CCCC)CCCC)CCC.O1CCCC1. (2) Given the product [Br:13][C:14]1[CH:20]=[CH:19][C:17]([NH:18][C:2]2[S:3][C:4]3[CH:10]=[CH:9][C:8]([O:11][CH3:12])=[CH:7][C:5]=3[N:6]=2)=[CH:16][CH:15]=1, predict the reactants needed to synthesize it. The reactants are: Br[C:2]1[S:3][C:4]2[CH:10]=[CH:9][C:8]([O:11][CH3:12])=[CH:7][C:5]=2[N:6]=1.[Br:13][C:14]1[CH:20]=[CH:19][C:17]([NH2:18])=[CH:16][CH:15]=1.C(N(C(C)C)CC)(C)C.